This data is from Full USPTO retrosynthesis dataset with 1.9M reactions from patents (1976-2016). The task is: Predict the reactants needed to synthesize the given product. Given the product [NH2:7][C:10]1[CH:20]=[CH:19][CH:18]=[CH:17][C:11]=1[O:12][CH2:13][CH2:14][C:15]#[N:16], predict the reactants needed to synthesize it. The reactants are: C(OCC)(=O)C.[N+:7]([C:10]1[CH:20]=[CH:19][CH:18]=[CH:17][C:11]=1[O:12][CH2:13][CH2:14][C:15]#[N:16])([O-])=O.[H][H].